Dataset: Forward reaction prediction with 1.9M reactions from USPTO patents (1976-2016). Task: Predict the product of the given reaction. (1) Given the reactants Cl.Cl.[NH2:3][CH2:4][C:5]1[NH:13][C:12]2[C:11]([O:14][C:15]3[CH:20]=[CH:19][C:18]([NH:21][C:22]([NH:24][C:25]4[CH:30]=[CH:29][CH:28]=[C:27]([C:31]([F:34])([F:33])[F:32])[CH:26]=4)=[O:23])=[C:17]([Cl:35])[CH:16]=3)=[N:10][CH:9]=[N:8][C:7]=2[CH:6]=1.[OH:36][C:37]([CH3:43])([CH3:42])[CH2:38][C:39](O)=[O:40].C(N(CC)CC)C.Cl.C(N=C=NCCCN(C)C)C.ON1C2C=CC=CC=2N=N1, predict the reaction product. The product is: [Cl:35][C:17]1[CH:16]=[C:15]([CH:20]=[CH:19][C:18]=1[NH:21][C:22]([NH:24][C:25]1[CH:30]=[CH:29][CH:28]=[C:27]([C:31]([F:34])([F:33])[F:32])[CH:26]=1)=[O:23])[O:14][C:11]1[C:12]2[NH:13][C:5]([CH2:4][NH:3][C:39](=[O:40])[CH2:38][C:37]([OH:36])([CH3:43])[CH3:42])=[CH:6][C:7]=2[N:8]=[CH:9][N:10]=1. (2) Given the reactants [Cl:1][C:2]1[CH:3]=[N:4][CH:5]=[C:6]([Cl:29])[C:7]=1[CH2:8][C:9]([C:11]1[C:26]2[O:25][CH2:24][C:18]3([CH2:23][O:22][CH2:21][O:20][CH2:19]3)[CH2:17][O:16][C:15]=2[C:14]([O:27][CH3:28])=[CH:13][CH:12]=1)=[O:10].[OH:30]O, predict the reaction product. The product is: [Cl:29][C:6]1[CH:5]=[N+:4]([O-:30])[CH:3]=[C:2]([Cl:1])[C:7]=1[CH2:8][C:9]([C:11]1[C:26]2[O:25][CH2:24][C:18]3([CH2:23][O:22][CH2:21][O:20][CH2:19]3)[CH2:17][O:16][C:15]=2[C:14]([O:27][CH3:28])=[CH:13][CH:12]=1)=[O:10].